From a dataset of Forward reaction prediction with 1.9M reactions from USPTO patents (1976-2016). Predict the product of the given reaction. (1) Given the reactants [NH:1]1[C:9]2[C:4](=[CH:5][CH:6]=[CH:7][N:8]=2)[CH2:3][CH2:2]1.O.C1(C)C=CC(S(O)(=O)=O)=CC=1.[Br:22]N1C(C)(C)C(=O)N(Br)C1=O, predict the reaction product. The product is: [Br:22][C:6]1[CH:5]=[C:4]2[C:9](=[N:8][CH:7]=1)[NH:1][CH2:2][CH2:3]2. (2) Given the reactants [OH:1][C:2]1[CH:18]=[CH:17][C:5]([O:6][CH2:7][CH2:8][CH2:9][CH2:10][CH2:11][C:12]([O:14][CH2:15][CH3:16])=[O:13])=[CH:4][CH:3]=1.C(O[K])(C)(C)C.[CH3:25][N:26]1[C:34]2[C:33]3=[C:35](S(C)(=O)=O)[S:36][C:37]([C:38]([O:40][C:41]([CH3:44])([CH3:43])[CH3:42])=[O:39])=[C:32]3[CH2:31][CH2:30][C:29]=2[CH:28]=[N:27]1.C(O)(=O)C(O)=O, predict the reaction product. The product is: [CH2:15]([O:14][C:12](=[O:13])[CH2:11][CH2:10][CH2:9][CH2:8][CH2:7][O:6][C:5]1[CH:4]=[CH:3][C:2]([O:1][C:35]2[S:36][C:37]([C:38]([O:40][C:41]([CH3:44])([CH3:43])[CH3:42])=[O:39])=[C:32]3[C:33]=2[C:34]2[N:26]([CH3:25])[N:27]=[CH:28][C:29]=2[CH2:30][CH2:31]3)=[CH:18][CH:17]=1)[CH3:16]. (3) Given the reactants Br[C:2]1[N:6]([CH3:7])[CH:5]=[N:4][C:3]=1[C:8]1[CH:13]=[C:12]([C:14]#[N:15])[CH:11]=[CH:10][N:9]=1.[Cl:16][C:17]1[CH:22]=[CH:21][C:20](B(O)O)=[CH:19][CH:18]=1, predict the reaction product. The product is: [Cl:16][C:17]1[CH:22]=[CH:21][C:20]([C:2]2[N:6]([CH3:7])[CH:5]=[N:4][C:3]=2[C:8]2[CH:13]=[C:12]([C:14]#[N:15])[CH:11]=[CH:10][N:9]=2)=[CH:19][CH:18]=1. (4) The product is: [CH3:55][O:56][C:57]1[N:62]=[CH:61][C:60]([C:25]2[N:30]=[C:29]([C:31]([N:33]3[CH2:38][CH2:37][CH:36]([N:39]4[CH2:43][CH2:42][CH2:41][CH2:40]4)[CH2:35][CH2:34]3)=[O:32])[C:28]([CH3:44])=[CH:27][C:26]=2[C:45]2[CH:50]=[CH:49][CH:48]=[C:47]([C:51]([F:54])([F:53])[F:52])[CH:46]=2)=[CH:59][N:58]=1. Given the reactants COC(=O)C1C(C)=CC(C2C=CC=C(C(F)(F)F)C=2)=NC=1OC.Cl[C:25]1[N:30]=[C:29]([C:31]([N:33]2[CH2:38][CH2:37][CH:36]([N:39]3[CH2:43][CH2:42][CH2:41][CH2:40]3)[CH2:35][CH2:34]2)=[O:32])[C:28]([CH3:44])=[CH:27][C:26]=1[C:45]1[CH:50]=[CH:49][CH:48]=[C:47]([C:51]([F:54])([F:53])[F:52])[CH:46]=1.[CH3:55][O:56][C:57]1[N:62]=[CH:61][C:60](B(O)O)=[CH:59][N:58]=1, predict the reaction product. (5) Given the reactants CC(C[AlH]CC(C)C)C.C1(C)C=CC=CC=1.C(=O)=O.C[O:21][C:22]([C:24]1[C:25]([CH2:41][CH2:42][O:43][CH3:44])=[N:26][C:27]([C:31]2[CH:36]=[CH:35][C:34]([C:37]([F:40])([F:39])[F:38])=[CH:33][CH:32]=2)=[N:28][C:29]=1[CH3:30])=O, predict the reaction product. The product is: [CH3:44][O:43][CH2:42][CH2:41][C:25]1[C:24]([CH2:22][OH:21])=[C:29]([CH3:30])[N:28]=[C:27]([C:31]2[CH:36]=[CH:35][C:34]([C:37]([F:40])([F:39])[F:38])=[CH:33][CH:32]=2)[N:26]=1. (6) Given the reactants [Br:1][C:2]1[CH:7]=[C:6]([C:8]([CH3:11])([CH3:10])[CH3:9])[CH:5]=[C:4]([C:12]([CH3:15])([CH3:14])[CH3:13])[C:3]=1[OH:16].C(N(C(C)C)CC)(C)C.[CH3:26][O:27][CH2:28]Cl, predict the reaction product. The product is: [CH3:26][O:27][CH2:28][O:16][C:3]1[C:4]([C:12]([CH3:15])([CH3:14])[CH3:13])=[CH:5][C:6]([C:8]([CH3:9])([CH3:10])[CH3:11])=[CH:7][C:2]=1[Br:1]. (7) Given the reactants C1(P(C2CCCCC2)C2C=CC=CC=2C2C(C(C)C)=CC(C(C)C)=CC=2C(C)C)CCCCC1.[CH3:35][CH:36]1[N:41]([C:42]2[CH:43]=[C:44]([NH2:54])[C:45]([N:48]3[CH2:53][CH2:52][O:51][CH2:50][CH2:49]3)=[N:46][CH:47]=2)[CH2:40][CH2:39][O:38][CH2:37]1.Cl[C:56]1[C:65]2[C:60](=[CH:61][C:62]([F:67])=[CH:63][C:64]=2[F:66])[N:59]=[C:58]([C:68]2[CH:69]=[N:70][CH:71]=[CH:72][CH:73]=2)[C:57]=1[CH3:74].CC(C)([O-])C.[Na+], predict the reaction product. The product is: [F:66][C:64]1[CH:63]=[C:62]([F:67])[CH:61]=[C:60]2[C:65]=1[C:56]([NH:54][C:44]1[C:45]([N:48]3[CH2:49][CH2:50][O:51][CH2:52][CH2:53]3)=[N:46][CH:47]=[C:42]([N:41]3[CH2:40][CH2:39][O:38][CH2:37][CH:36]3[CH3:35])[CH:43]=1)=[C:57]([CH3:74])[C:58]([C:68]1[CH:69]=[N:70][CH:71]=[CH:72][CH:73]=1)=[N:59]2. (8) Given the reactants [F:1][C:2]([F:7])([F:6])[C:3]([OH:5])=[O:4].C(OC(=O)[NH:14][C@@H:15]1[CH2:19][CH2:18][C@@H:17]([C:20]#[N:21])[CH2:16]1)(C)(C)C, predict the reaction product. The product is: [F:1][C:2]([F:7])([F:6])[C:3]([OH:5])=[O:4].[NH2:14][C@@H:15]1[CH2:19][CH2:18][C@@H:17]([C:20]#[N:21])[CH2:16]1.